Dataset: Full USPTO retrosynthesis dataset with 1.9M reactions from patents (1976-2016). Task: Predict the reactants needed to synthesize the given product. (1) Given the product [Cl:1][C:2]1[CH:3]=[C:4]2[C:9](=[CH:10][CH:11]=1)[N:8]=[C:7]([N:12]1[CH2:13][CH2:14][N:15]([CH2:19][CH2:20][C:21]3[CH:22]=[CH:23][C:24]4[O:29][CH2:28][C:27](=[O:30])[NH:26][C:25]=4[CH:31]=3)[CH2:16][CH2:17]1)[CH:6]=[CH:5]2, predict the reactants needed to synthesize it. The reactants are: [Cl:1][C:2]1[CH:3]=[C:4]2[C:9](=[CH:10][CH:11]=1)[N:8]=[C:7]([N:12]1[CH2:17][CH2:16][NH:15][CH2:14][CH2:13]1)[CH:6]=[CH:5]2.Cl[CH2:19][CH2:20][C:21]1[CH:22]=[CH:23][C:24]2[O:29][CH2:28][C:27](=[O:30])[NH:26][C:25]=2[CH:31]=1. (2) Given the product [CH3:1][C:2]1[CH:7]=[CH:6][CH:5]=[CH:4][C:3]=1[C:8](=[O:14])[C:9]([NH:18][CH3:17])=[O:10], predict the reactants needed to synthesize it. The reactants are: [CH3:1][C:2]1[CH:7]=[CH:6][CH:5]=[CH:4][C:3]=1[C:8](=[O:14])[C:9](OCC)=[O:10].CO.[CH3:17][NH2:18].O. (3) Given the product [CH3:18][C:16]1[NH:15][N:14]=[C:13]([NH:12][C:4]2[N:3]=[C:2]([C:21]3[CH:22]=[CH:23][S:19][CH:20]=3)[C:11]3[C:6]([CH:5]=2)=[CH:7][CH:8]=[CH:9][CH:10]=3)[CH:17]=1, predict the reactants needed to synthesize it. The reactants are: Cl[C:2]1[C:11]2[C:6](=[CH:7][CH:8]=[CH:9][CH:10]=2)[CH:5]=[C:4]([NH:12][C:13]2[CH:17]=[C:16]([CH3:18])[NH:15][N:14]=2)[N:3]=1.[S:19]1[CH:23]=[CH:22][C:21](B(O)O)=[CH:20]1. (4) The reactants are: [NH2:1][C:2]1[CH:3]=[CH:4][C:5]2[O:10][C@@:9]([CH:12]([O:15][CH3:16])[O:13][CH3:14])([CH3:11])[C@H:8]([OH:17])[C@@H:7]([N:18]3[C:22]4[CH:23]=[CH:24][CH:25]=[CH:26][C:21]=4[NH:20][C:19]3=[N:27][C:28]#[N:29])[C:6]=2[CH:30]=1.[CH3:31][S:32](Cl)(=[O:34])=[O:33].C(N(C(C)C)CC)(C)C.C([O-])(O)=O.[Na+]. Given the product [CH3:31][S:32]([NH:1][C:2]1[CH:3]=[CH:4][C:5]2[O:10][C@@:9]([CH:12]([O:15][CH3:16])[O:13][CH3:14])([CH3:11])[C@H:8]([OH:17])[C@@H:7]([N:18]3[C:22]4[CH:23]=[CH:24][CH:25]=[CH:26][C:21]=4[NH:20][C:19]3=[N:27][C:28]#[N:29])[C:6]=2[CH:30]=1)(=[O:34])=[O:33], predict the reactants needed to synthesize it.